Predict the product of the given reaction. From a dataset of Forward reaction prediction with 1.9M reactions from USPTO patents (1976-2016). (1) Given the reactants C([N-]C(C)C)(C)C.[Li+].[Br:9][CH2:10][Br:11].[C:12]([O:16][C:17]([NH:19][C@H:20]([C:28](O)=[O:29])[CH2:21][C:22]1[CH:27]=[CH:26][CH:25]=[CH:24][CH:23]=1)=[O:18])([CH3:15])([CH3:14])[CH3:13].Cl, predict the reaction product. The product is: [Br:9][CH:10]([Br:11])[C:28](=[O:29])[C@@H:20]([NH:19][C:17]([O:16][C:12]([CH3:14])([CH3:13])[CH3:15])=[O:18])[CH2:21][C:22]1[CH:27]=[CH:26][CH:25]=[CH:24][CH:23]=1. (2) Given the reactants C([O:8][CH2:9][C@H:10]([NH:27][C:28]1[N:36]=[CH:35][N:34]=[C:33]2[C:29]=1[NH:30][CH:31]=[N:32]2)[C:11]1[N:15]([C:16]2[CH:21]=[CH:20][CH:19]=[CH:18][CH:17]=2)[C:14]2[CH:22]=[C:23]([F:26])[CH:24]=[CH:25][C:13]=2[N:12]=1)C1C=CC=CC=1.B(Br)(Br)Br.CO, predict the reaction product. The product is: [F:26][C:23]1[CH:24]=[CH:25][C:13]2[N:12]=[C:11]([CH:10]([NH:27][C:28]3[N:36]=[CH:35][N:34]=[C:33]4[C:29]=3[NH:30][CH:31]=[N:32]4)[CH2:9][OH:8])[N:15]([C:16]3[CH:17]=[CH:18][CH:19]=[CH:20][CH:21]=3)[C:14]=2[CH:22]=1. (3) Given the reactants [Si:1]([O:8][CH:9]1[CH:14]=[C:13]([C:15]2[CH:20]=[CH:19][N:18]=[CH:17][C:16]=2[N+:21]([O-:23])=[O:22])[CH2:12][CH:11]([CH3:24])[C:10]1([CH2:26][OH:27])[OH:25])([C:4]([CH3:7])([CH3:6])[CH3:5])([CH3:3])[CH3:2].N1C=CC=CC=1.[C:34](Cl)(=[O:36])[CH3:35], predict the reaction product. The product is: [C:34]([O:27][CH2:26][C@@:10]1([OH:25])[C@@H:11]([CH3:24])[CH2:12][C:13]([C:15]2[CH:20]=[CH:19][N:18]=[CH:17][C:16]=2[N+:21]([O-:23])=[O:22])=[CH:14][C@H:9]1[O:8][Si:1]([C:4]([CH3:6])([CH3:5])[CH3:7])([CH3:3])[CH3:2])(=[O:36])[CH3:35]. (4) Given the reactants [Cl:1][C:2]1[N:11]=[C:10]2[C:5]([C:6](Cl)=[N:7][C:8]([Cl:12])=[N:9]2)=[N:4][C:3]=1[Cl:14].C(=O)([O-])O.[Na+].[NH:20]1[CH2:23][CH2:22][CH2:21]1, predict the reaction product. The product is: [N:20]1([C:6]2[C:5]3[C:10](=[N:11][C:2]([Cl:1])=[C:3]([Cl:14])[N:4]=3)[N:9]=[C:8]([Cl:12])[N:7]=2)[CH2:23][CH2:22][CH2:21]1.